Predict the product of the given reaction. From a dataset of Forward reaction prediction with 1.9M reactions from USPTO patents (1976-2016). Given the reactants [C:1]([C:3]1[C:4]([S:21][CH:22]([C:27]2[CH:32]=[CH:31][CH:30]=[CH:29][CH:28]=2)[C:23]([O:25]C)=[O:24])=[N:5][C:6]2[CH2:7][CH2:8][CH2:9][CH2:10][C:11]=2[C:12]=1[C:13]1[CH:18]=[CH:17][C:16]([O:19][CH3:20])=[CH:15][CH:14]=1)#[N:2], predict the reaction product. The product is: [C:1]([C:3]1[C:4]([S:21][CH:22]([C:27]2[CH:28]=[CH:29][CH:30]=[CH:31][CH:32]=2)[C:23]([OH:25])=[O:24])=[N:5][C:6]2[CH2:7][CH2:8][CH2:9][CH2:10][C:11]=2[C:12]=1[C:13]1[CH:18]=[CH:17][C:16]([O:19][CH3:20])=[CH:15][CH:14]=1)#[N:2].